Dataset: Peptide-MHC class I binding affinity with 185,985 pairs from IEDB/IMGT. Task: Regression. Given a peptide amino acid sequence and an MHC pseudo amino acid sequence, predict their binding affinity value. This is MHC class I binding data. (1) The peptide sequence is KLCKNHAEK. The MHC is HLA-A11:01 with pseudo-sequence HLA-A11:01. The binding affinity (normalized) is 0.724. (2) The peptide sequence is VPRRKAKII. The MHC is HLA-A30:02 with pseudo-sequence HLA-A30:02. The binding affinity (normalized) is 0.00240. (3) The peptide sequence is GDTLEGAGEL. The MHC is Mamu-B01 with pseudo-sequence Mamu-B01. The binding affinity (normalized) is 0. (4) The MHC is BoLA-HD6 with pseudo-sequence BoLA-HD6. The peptide sequence is AMKDRFQPL. The binding affinity (normalized) is 0.861. (5) The peptide sequence is KVMALPIPH. The MHC is HLA-B27:05 with pseudo-sequence HLA-B27:05. The binding affinity (normalized) is 0.0847. (6) The MHC is HLA-A02:01 with pseudo-sequence HLA-A02:01. The peptide sequence is FLYGALLAA. The binding affinity (normalized) is 0.830. (7) The peptide sequence is QYIHLLCNK. The MHC is HLA-A24:03 with pseudo-sequence HLA-A24:03. The binding affinity (normalized) is 0.352. (8) The peptide sequence is LLCPAGHTV. The MHC is HLA-A02:01 with pseudo-sequence HLA-A02:01. The binding affinity (normalized) is 0.0548.